Dataset: Peptide-MHC class I binding affinity with 185,985 pairs from IEDB/IMGT. Task: Regression. Given a peptide amino acid sequence and an MHC pseudo amino acid sequence, predict their binding affinity value. This is MHC class I binding data. (1) The peptide sequence is FPVTPQVPLR. The MHC is HLA-B27:05 with pseudo-sequence HLA-B27:05. The binding affinity (normalized) is 0. (2) The peptide sequence is ELNIVDEII. The MHC is HLA-A02:06 with pseudo-sequence HLA-A02:06. The binding affinity (normalized) is 0.100.